This data is from Forward reaction prediction with 1.9M reactions from USPTO patents (1976-2016). The task is: Predict the product of the given reaction. Given the reactants Cl.[CH2:2]([NH:14][C:15]([NH:17][C:18](=[NH:26])[N:19]1[CH2:24][CH2:23][N:22]([CH3:25])[CH2:21][CH2:20]1)=[NH:16])[CH2:3][CH2:4][CH2:5][CH2:6][CH2:7][CH2:8][CH2:9][CH2:10][CH2:11][CH2:12][CH3:13].[CH2:27]([OH:29])[CH3:28].S(=O)(=O)(O)[OH:31].[CH3:35][C:36]([CH3:38])=O, predict the reaction product. The product is: [C:27]([OH:31])(=[O:29])[CH3:28].[CH2:2]([NH:14][C:15]1[NH:16][C:36]([CH3:38])([CH3:35])[N:26]=[C:18]([N:19]2[CH2:20][CH2:21][N:22]([CH3:25])[CH2:23][CH2:24]2)[N:17]=1)[CH2:3][CH2:4][CH2:5][CH2:6][CH2:7][CH2:8][CH2:9][CH2:10][CH2:11][CH2:12][CH3:13].